From a dataset of Forward reaction prediction with 1.9M reactions from USPTO patents (1976-2016). Predict the product of the given reaction. (1) Given the reactants [CH3:1][O:2][C:3]1[CH:8]=[C:7]([C:9]2[CH:14]=[CH:13][C:12]([C:15](=[O:18])[NH:16][CH3:17])=[CH:11][CH:10]=2)[C:6]([C:19]([O:21][CH3:22])=[O:20])=[CH:5][C:4]=1[N+:23]([O-])=O, predict the reaction product. The product is: [NH2:23][C:4]1[CH:5]=[C:6]([C:19]([O:21][CH3:22])=[O:20])[C:7]([C:9]2[CH:10]=[CH:11][C:12]([C:15](=[O:18])[NH:16][CH3:17])=[CH:13][CH:14]=2)=[CH:8][C:3]=1[O:2][CH3:1]. (2) Given the reactants [NH2:1][C:2]1[CH:6]=[C:5]([C:7]2[CH:12]=[CH:11][CH:10]=[CH:9][CH:8]=2)[S:4][C:3]=1C(OC)=O.CN1CCNCC1.CN1CCCC1=O, predict the reaction product. The product is: [C:7]1([C:5]2[S:4][CH:3]=[C:2]([NH2:1])[CH:6]=2)[CH:8]=[CH:9][CH:10]=[CH:11][CH:12]=1. (3) Given the reactants C(OC(=O)[NH:7][CH2:8][C:9]([C@@H:12]1[C@@H:21]2[CH2:22][CH2:23][CH2:24][C@@H:20]2[C:19]2[CH:18]=[C:17]([C:25]#[N:26])[CH:16]=[CH:15][C:14]=2[NH:13]1)([CH3:11])[CH3:10])(C)(C)C.Cl.O1CCOCC1.[OH-].[Na+].C(OCC)(=O)C, predict the reaction product. The product is: [NH2:7][CH2:8][C:9]([C@@H:12]1[C@@H:21]2[CH2:22][CH2:23][CH2:24][C@@H:20]2[C:19]2[CH:18]=[C:17]([C:25]#[N:26])[CH:16]=[CH:15][C:14]=2[NH:13]1)([CH3:11])[CH3:10]. (4) Given the reactants [Cl:1][C:2]1[C:3]2[N:10]([CH2:11][CH2:12][NH:13]C(=O)OC(C)(C)C)[CH:9]=[CH:8][C:4]=2[N:5]=[CH:6][N:7]=1.[Cl:21][C:22]1[CH:23]=[C:24]([CH:26]=[CH:27][C:28]=1[O:29][C:30]1[CH:35]=[CH:34][CH:33]=[C:32]([F:36])[CH:31]=1)[NH2:25].C(=O)([O-])O.[Na+], predict the reaction product. The product is: [ClH:1].[ClH:21].[NH2:13][CH2:12][CH2:11][N:10]1[C:3]2[C:2]([NH:25][C:24]3[CH:26]=[CH:27][C:28]([O:29][C:30]4[CH:35]=[CH:34][CH:33]=[C:32]([F:36])[CH:31]=4)=[C:22]([Cl:21])[CH:23]=3)=[N:7][CH:6]=[N:5][C:4]=2[CH:8]=[CH:9]1. (5) Given the reactants [Br:1][C:2]1[CH:10]=[C:9]2[C:5]([C:6]([CH:32]([F:34])[F:33])=[CH:7][N:8]2[S:11]([C:14]2[CH:19]=[CH:18][C:17]([O:20][CH2:21][C:22]([F:25])([F:24])[F:23])=[C:16]([N:26]3[CH2:31][CH2:30][NH:29][CH2:28][CH2:27]3)[CH:15]=2)(=[O:13])=[O:12])=[CH:4][CH:3]=1.[C:35]([BH3-])#N.[Na+].C=O, predict the reaction product. The product is: [Br:1][C:2]1[CH:10]=[C:9]2[C:5]([C:6]([CH:32]([F:33])[F:34])=[CH:7][N:8]2[S:11]([C:14]2[CH:19]=[CH:18][C:17]([O:20][CH2:21][C:22]([F:25])([F:23])[F:24])=[C:16]([N:26]3[CH2:31][CH2:30][N:29]([CH3:35])[CH2:28][CH2:27]3)[CH:15]=2)(=[O:12])=[O:13])=[CH:4][CH:3]=1. (6) Given the reactants [NH2:1][C:2]1[CH:7]=[C:6]([O:8][C:9]2[CH:14]=[CH:13][C:12]([N+:15]([O-])=O)=[CH:11][CH:10]=2)[CH:5]=[CH:4][N:3]=1.[Cl:18][CH2:19][CH2:20][CH2:21][C:22](Cl)=[O:23].C(N(CC)CC)C.CN(C)C=O, predict the reaction product. The product is: [Cl:18][CH2:19][CH2:20][CH2:21][C:22]([NH:1][C:2]1[CH:7]=[C:6]([O:8][C:9]2[CH:14]=[CH:13][C:12]([NH2:15])=[CH:11][CH:10]=2)[CH:5]=[CH:4][N:3]=1)=[O:23].